From a dataset of Full USPTO retrosynthesis dataset with 1.9M reactions from patents (1976-2016). Predict the reactants needed to synthesize the given product. (1) Given the product [CH3:1][O:2][C:3]([CH:5]1[CH:10]([NH2:11])[CH2:9][CH2:8][N:7]([C:20]([O:22][C:23]([CH3:26])([CH3:25])[CH3:24])=[O:21])[CH2:6]1)=[O:4], predict the reactants needed to synthesize it. The reactants are: [CH3:1][O:2][C:3]([CH:5]1[CH:10]([NH:11]C(C2C=CC=CC=2)C)[CH2:9][CH2:8][N:7]([C:20]([O:22][C:23]([CH3:26])([CH3:25])[CH3:24])=[O:21])[CH2:6]1)=[O:4]. (2) Given the product [CH:1]([N:4]([C@H:23]1[CH2:28][CH2:27][C@H:26]([C:29]([O:31][CH3:32])=[O:30])[CH2:25][CH2:24]1)[S:5]([C:8]1[CH:9]=[C:10]([CH:20]=[CH:21][CH:22]=1)[C:11]([OH:13])=[O:12])(=[O:7])=[O:6])([CH3:3])[CH3:2], predict the reactants needed to synthesize it. The reactants are: [CH:1]([N:4]([C@H:23]1[CH2:28][CH2:27][C@H:26]([C:29]([O:31][CH3:32])=[O:30])[CH2:25][CH2:24]1)[S:5]([C:8]1[CH:9]=[C:10]([CH:20]=[CH:21][CH:22]=1)[C:11]([O:13]CC[Si](C)(C)C)=[O:12])(=[O:7])=[O:6])([CH3:3])[CH3:2].CCCC[N+](CCCC)(CCCC)CCCC.[F-].Cl. (3) Given the product [F:21][C:2]([F:1])([F:20])[C:3]1[C:4]2[CH:15]=[C:14]([C:16]([F:18])([F:17])[F:19])[CH:13]=[CH:12][C:5]=2[S:6][C:7]=1[C:8]([OH:10])=[O:9], predict the reactants needed to synthesize it. The reactants are: [F:1][C:2]([F:21])([F:20])[C:3]1[C:4]2[CH:15]=[C:14]([C:16]([F:19])([F:18])[F:17])[CH:13]=[CH:12][C:5]=2[S:6][C:7]=1[C:8]([O:10]C)=[O:9].O.[OH-].[Li+].O. (4) Given the product [CH3:13][NH:8][CH2:9][CH2:10][C:2]1[CH:7]=[CH:6][CH:5]=[CH:4][N:3]=1, predict the reactants needed to synthesize it. The reactants are: F[C:2]1[CH:7]=[CH:6][CH:5]=[CH:4][N:3]=1.[NH:8]1[CH2:13]CO[CH2:10][CH2:9]1.N1C2C(=CC=CC=2)C=C1. (5) Given the product [Cl:1][C:2]1[CH:3]=[C:4]([S:9][C:10]2[N:14]([C:27]3[CH:32]=[CH:31][N:30]=[CH:29][CH:28]=3)[C:13]([CH3:15])=[C:12]([C:16]([O:18][CH2:19][CH3:20])=[O:17])[C:11]=2[CH:21]([CH3:22])[CH3:23])[CH:5]=[C:6]([Cl:8])[CH:7]=1, predict the reactants needed to synthesize it. The reactants are: [Cl:1][C:2]1[CH:3]=[C:4]([S:9][C:10]2[NH:14][C:13]([CH3:15])=[C:12]([C:16]([O:18][CH2:19][CH3:20])=[O:17])[C:11]=2[CH:21]([CH3:23])[CH3:22])[CH:5]=[C:6]([Cl:8])[CH:7]=1.Br.BrC[C:27]1[CH:32]=[CH:31][N:30]=[CH:29][CH:28]=1.[OH-].[Na+]. (6) The reactants are: C([O:3][C:4](=[O:29])[CH2:5][N:6]1[CH2:28][CH2:27][C:9]2[N:10]([CH2:18][CH:19]([OH:26])[C:20]3[CH:25]=[CH:24][N:23]=[CH:22][CH:21]=3)[C:11]3[CH:12]=[CH:13][C:14]([CH3:17])=[CH:15][C:16]=3[C:8]=2[CH2:7]1)C.Cl. Given the product [OH:26][CH:19]([C:20]1[CH:21]=[CH:22][N:23]=[CH:24][CH:25]=1)[CH2:18][N:10]1[C:11]2[CH:12]=[CH:13][C:14]([CH3:17])=[CH:15][C:16]=2[C:8]2[CH2:7][N:6]([CH2:5][C:4]([OH:29])=[O:3])[CH2:28][CH2:27][C:9]1=2, predict the reactants needed to synthesize it. (7) Given the product [ClH:33].[ClH:33].[CH:1]1([N:4]2[CH2:9][CH2:8][N:7]([C:10]3([CH2:23][NH:24][C:25](=[O:32])[C:26]4[CH:27]=[CH:28][N:29]=[CH:30][CH:31]=4)[CH2:15][CH2:14][NH:13][CH2:12][CH2:11]3)[CH2:6][CH2:5]2)[CH2:2][CH2:3]1, predict the reactants needed to synthesize it. The reactants are: [CH:1]1([N:4]2[CH2:9][CH2:8][N:7]([C:10]3([CH2:23][NH:24][C:25](=[O:32])[C:26]4[CH:31]=[CH:30][N:29]=[CH:28][CH:27]=4)[CH2:15][CH2:14][N:13](C(OC(C)(C)C)=O)[CH2:12][CH2:11]3)[CH2:6][CH2:5]2)[CH2:3][CH2:2]1.[ClH:33].O1CCOCC1. (8) Given the product [Cl:32][C:30]1[CH:29]=[C:28]([CH:33]2[CH2:37][CH2:36][CH2:35][N:34]2[C:14]([C@@H:11]2[CH2:12][CH2:13][N:8]([C:6]([O:5][C:1]([CH3:4])([CH3:2])[CH3:3])=[O:7])[CH2:9][C@H:10]2[C:17]2[CH:22]=[CH:21][C:20]([F:23])=[CH:19][C:18]=2[CH3:24])=[O:15])[CH:27]=[C:26]([Cl:25])[CH:31]=1, predict the reactants needed to synthesize it. The reactants are: [C:1]([O:5][C:6]([N:8]1[CH2:13][CH2:12][C@@H:11]([C:14](O)=[O:15])[C@H:10]([C:17]2[CH:22]=[CH:21][C:20]([F:23])=[CH:19][C:18]=2[CH3:24])[CH2:9]1)=[O:7])([CH3:4])([CH3:3])[CH3:2].[Cl:25][C:26]1[CH:27]=[C:28]([CH:33]2[CH2:37][CH2:36][CH2:35][NH:34]2)[CH:29]=[C:30]([Cl:32])[CH:31]=1.CCN=C=NCCCN(C)C.Cl.C1C=CC2N(O)N=NC=2C=1. (9) Given the product [CH3:20][C:21]1[C:22]2[N:29]=[C:18]([C:16]3[CH:15]=[CH:14][N:13]=[C:12]([O:11][CH2:10][CH2:9][CH2:8][CH2:7][CH:4]4[CH2:5][CH2:6][N:1]([CH3:30])[CH2:2][CH2:3]4)[CH:17]=3)[NH:28][C:23]=2[CH:24]=[C:25]([CH3:27])[CH:26]=1, predict the reactants needed to synthesize it. The reactants are: [NH:1]1[CH2:6][CH2:5][CH:4]([CH2:7][CH2:8][CH2:9][CH2:10][O:11][C:12]2[CH:17]=[C:16]([CH:18]=O)[CH:15]=[CH:14][N:13]=2)[CH2:3][CH2:2]1.[CH3:20][C:21]1[CH:26]=[C:25]([CH3:27])[CH:24]=[C:23]([NH2:28])[C:22]=1[NH2:29].[CH3:30]N(C=O)C. (10) Given the product [CH3:1][O:2][C:3]1[CH:4]=[C:5]([C:9]2[CH:17]=[C:16]3[C:12]([C:13](=[CH:19][C:21]4[NH:22][C:23]5[CH2:24][CH2:25][CH2:26][CH2:27][C:28]=5[C:29]=4[CH2:30][CH2:31][C:32]([OH:34])=[O:33])[C:14](=[O:18])[NH:15]3)=[CH:11][CH:10]=2)[CH:6]=[CH:7][CH:8]=1, predict the reactants needed to synthesize it. The reactants are: [CH3:1][O:2][C:3]1[CH:4]=[C:5]([C:9]2[CH:17]=[C:16]3[C:12]([CH2:13][C:14](=[O:18])[NH:15]3)=[CH:11][CH:10]=2)[CH:6]=[CH:7][CH:8]=1.[CH:19]([C:21]1[NH:22][C:23]2[CH2:24][CH2:25][CH2:26][CH2:27][C:28]=2[C:29]=1[CH2:30][CH2:31][C:32]([OH:34])=[O:33])=O.